Dataset: Reaction yield outcomes from USPTO patents with 853,638 reactions. Task: Predict the reaction yield, written as a fraction of the theoretical maximum amount of product (1.0 means a 100% yield; for example, 0.34 means a 34% yield). (1) The reactants are C1(P(C2C=CC=CC=2)C2C=CC=CC=2)C=CC=CC=1.BrN1C(=O)CCC1=O.[Cl:28][C:29]1[CH:34]=[CH:33][C:32]([CH:35]([CH2:39][CH:40]2[CH2:44][CH2:43][CH2:42][CH2:41]2)[C:36]([OH:38])=O)=[CH:31][C:30]=1[N+:45]([O-:47])=[O:46].[NH2:48][C:49]1[S:50][CH:51]=[CH:52][N:53]=1. The catalyst is C(Cl)Cl. The product is [Cl:28][C:29]1[CH:34]=[CH:33][C:32]([CH:35]([CH2:39][CH:40]2[CH2:44][CH2:43][CH2:42][CH2:41]2)[C:36]([NH:48][C:49]2[S:50][CH:51]=[CH:52][N:53]=2)=[O:38])=[CH:31][C:30]=1[N+:45]([O-:47])=[O:46]. The yield is 0.730. (2) The reactants are Cl[C:2]1[N:3]=[N:4][C:5]([CH3:8])=[CH:6][CH:7]=1.[CH3:9][O:10][C:11]1[CH:16]=[C:15](B2OC(C)(C)C(C)(C)O2)[CH:14]=[CH:13][N:12]=1. No catalyst specified. The product is [CH3:9][O:10][C:11]1[CH:16]=[C:15]([C:2]2[N:3]=[N:4][C:5]([CH3:8])=[CH:6][CH:7]=2)[CH:14]=[CH:13][N:12]=1. The yield is 0.450. (3) The reactants are [CH3:1][O:2][C:3]1[CH:8]=[CH:7][C:6]([N:9]2[CH2:14][CH2:13][N:12]([C:15]3[C:16]([CH3:31])=[C:17]([CH3:30])[C:18]4[O:22][C:21]([CH2:24][C:25](O)=[O:26])([CH3:23])[CH2:20][C:19]=4[C:28]=3[CH3:29])[CH2:11][CH2:10]2)=[CH:5][CH:4]=1.[CH2:32]([NH2:35])[CH2:33][CH3:34].Cl.C(N=C=NCCCN(C)C)C.O.ON1C2C=CC=CC=2N=N1.C(N(CC)CC)C. The catalyst is C(OCC)(=O)C.O.CN(C=O)C. The product is [CH3:1][O:2][C:3]1[CH:8]=[CH:7][C:6]([N:9]2[CH2:14][CH2:13][N:12]([C:15]3[C:16]([CH3:31])=[C:17]([CH3:30])[C:18]4[O:22][C:21]([CH2:24][C:25]([NH:35][CH2:32][CH2:33][CH3:34])=[O:26])([CH3:23])[CH2:20][C:19]=4[C:28]=3[CH3:29])[CH2:11][CH2:10]2)=[CH:5][CH:4]=1. The yield is 0.360. (4) The yield is 0.568. The product is [F:1][C:2]1[CH:3]=[C:4]([C:5](=[O:6])[CH:19]([C:13]2[CH:18]=[CH:17][CH:16]=[CH:15][CH:14]=2)[CH2:20][C:21](=[O:23])[CH3:22])[CH:7]=[CH:8][CH:9]=1. The reactants are [F:1][C:2]1[CH:3]=[C:4]([CH:7]=[CH:8][CH:9]=1)[CH:5]=[O:6].[C-]#N.[Na+].[C:13]1(/[CH:19]=[CH:20]/[C:21](=[O:23])[CH3:22])[CH:18]=[CH:17][CH:16]=[CH:15][CH:14]=1.O. The catalyst is CN(C=O)C. (5) The reactants are [Br:1][C:2]1[CH:3]=[CH:4][C:5]([N+:15]([O-])=O)=[C:6]([CH:14]=1)[O:7][CH2:8][C:9]([N:11]([CH3:13])[CH3:12])=[O:10]. The catalyst is C(O)C. The product is [NH2:15][C:5]1[CH:4]=[CH:3][C:2]([Br:1])=[CH:14][C:6]=1[O:7][CH2:8][C:9]([N:11]([CH3:13])[CH3:12])=[O:10]. The yield is 0.740. (6) The reactants are [F:1][C:2]1[CH:7]=[CH:6][C:5]([C:8]2[C:12]([CH2:13][N:14]3C(=O)C4C(=CC=CC=4)C3=O)=[C:11]([CH3:25])[O:10][N:9]=2)=[CH:4][CH:3]=1.O.NN. The catalyst is C1COCC1.C(O)C. The product is [F:1][C:2]1[CH:3]=[CH:4][C:5]([C:8]2[C:12]([CH2:13][NH2:14])=[C:11]([CH3:25])[O:10][N:9]=2)=[CH:6][CH:7]=1. The yield is 0.540. (7) The reactants are [CH3:1][O:2][C:3]1[CH:32]=[CH:31][C:6]([CH2:7][N:8]([CH2:13][C:14]#[C:15][CH2:16][O:17][C@H:18]([CH2:20][C:21]#[C:22][CH2:23][O:24][C:25]2[CH:30]=[CH:29][CH:28]=[CH:27][CH:26]=2)[CH3:19])[CH2:9][CH2:10][C:11]#[N:12])=[CH:5][CH:4]=1. The catalyst is [C-]#[O+].[C-]#[O+].[CH-]1C=CC=C1.[Co]. The yield is 0.870. The product is [CH3:1][O:2][C:3]1[CH:4]=[CH:5][C:6]([CH2:7][N:8]2[CH2:9][CH2:10][C:11]3[N:12]=[C:22]([CH2:23][O:24][C:25]4[CH:30]=[CH:29][CH:28]=[CH:27][CH:26]=4)[C:21]4[CH2:20][C@H:18]([CH3:19])[O:17][CH2:16][C:15]=4[C:14]=3[CH2:13]2)=[CH:31][CH:32]=1.